From a dataset of Full USPTO retrosynthesis dataset with 1.9M reactions from patents (1976-2016). Predict the reactants needed to synthesize the given product. (1) Given the product [CH3:21][O:20][S:17]([O-:22])(=[O:19])=[O:18].[CH3:1][N:2]1[C:6]([CH3:7])=[CH:5][S:4]/[C:3]/1=[N:8]\[N:9]=[CH:10]\[C:11]1[N:15]([CH3:21])[CH:14]=[CH:13][N+:12]=1[CH3:16], predict the reactants needed to synthesize it. The reactants are: [CH3:1][N:2]1[C:6]([CH3:7])=[CH:5][S:4]/[C:3]/1=[N:8]\[N:9]=[CH:10]\[C:11]1[N:12]([CH3:16])[CH:13]=[CH:14][N:15]=1.[S:17]([O:22]C)([O:20][CH3:21])(=[O:19])=[O:18]. (2) Given the product [I:1][C:2]1[C:7]([N+:16]([O-:18])=[O:17])=[CH:6][N:5]=[C:4]2[O:8][CH2:9][CH2:10][C:3]=12, predict the reactants needed to synthesize it. The reactants are: [I:1][C:2]1[CH:7]=[CH:6][N:5]=[C:4]2[O:8][CH2:9][CH2:10][C:3]=12.S(=O)(=O)(O)O.[N+:16]([O-])([OH:18])=[O:17].